This data is from Forward reaction prediction with 1.9M reactions from USPTO patents (1976-2016). The task is: Predict the product of the given reaction. (1) The product is: [CH3:31][S:28]([C:23]1[CH:24]=[CH:25][CH:26]=[CH:27][C:22]=1[S:19]([NH:11][C:8]1[CH:9]=[C:10]2[C:5](=[CH:6][CH:7]=1)[NH:4][N:3]=[C:2]2[C:42]1[CH:43]=[CH:44][N:39]=[CH:40][CH:41]=1)(=[O:21])=[O:20])(=[O:29])=[O:30]. Given the reactants I[C:2]1[C:10]2[C:5](=[CH:6][CH:7]=[C:8]([N:11]([S:19]([C:22]3[CH:27]=[CH:26][CH:25]=[CH:24][C:23]=3[S:28]([CH3:31])(=[O:30])=[O:29])(=[O:21])=[O:20])C(OC(C)(C)C)=O)[CH:9]=2)[N:4](C(OC(C)(C)C)=O)[N:3]=1.[N:39]1[CH:44]=[CH:43][C:42](B(O)O)=[CH:41][CH:40]=1.C(=O)([O-])O.[Na+], predict the reaction product. (2) Given the reactants [Cl:1][C:2]1[CH:7]=[CH:6][C:5]([O:8][C:9]2[CH:10]=[CH:11][C:12]([CH2:15][CH2:16][O:17][C:18]3[NH:23][C:22](=[O:24])[N:21]=[CH:20][CH:19]=3)=[N:13][CH:14]=2)=[CH:4][C:3]=1[C:25]([F:28])([F:27])[F:26].Cl.Cl[CH2:31][C:32]1[CH:33]=[N:34][N:35]([CH3:37])[CH:36]=1, predict the reaction product. The product is: [Cl:1][C:2]1[CH:7]=[CH:6][C:5]([O:8][C:9]2[CH:10]=[CH:11][C:12]([CH2:15][CH2:16][O:17][C:18]3[CH:19]=[CH:20][N:21]([CH2:31][C:32]4[CH:33]=[N:34][N:35]([CH3:37])[CH:36]=4)[C:22](=[O:24])[N:23]=3)=[N:13][CH:14]=2)=[CH:4][C:3]=1[C:25]([F:26])([F:27])[F:28].